From a dataset of Reaction yield outcomes from USPTO patents with 853,638 reactions. Predict the reaction yield, written as a fraction of the theoretical maximum amount of product (1.0 means a 100% yield; for example, 0.34 means a 34% yield). (1) The reactants are [NH:1]=[C:2]1[N:6]([C:7]2[S:8][CH:9]=[C:10]([C:12]3[CH:19]=[CH:18][C:15]([C:16]#[N:17])=[CH:14][CH:13]=3)[N:11]=2)[C:5]([CH3:21])([CH3:20])[CH2:4][O:3]1.[CH2:22]([N:24](CC)CC)C.N#CBr. The catalyst is O1CCCC1. The product is [C:16]([C:15]1[CH:14]=[CH:13][C:12]([C:10]2[N:11]=[C:7]([N:6]3[C:5]([CH3:21])([CH3:20])[CH2:4][O:3]/[C:2]/3=[N:1]\[C:22]#[N:24])[S:8][CH:9]=2)=[CH:19][CH:18]=1)#[N:17]. The yield is 0.0700. (2) The reactants are C([NH:8][CH2:9][C@@H:10]([C:19]1[CH:20]=[CH:21][C:22]([O:28]CC2C=CC=CC=2)=[C:23]([NH:25][CH:26]=[O:27])[CH:24]=1)[O:11][Si:12]([C:15]([CH3:18])([CH3:17])[CH3:16])([CH3:14])[CH3:13])C1C=CC=CC=1.[C:36]([OH:39])(=[O:38])[CH3:37]. The catalyst is CO. The product is [C:36]([OH:39])(=[O:38])[CH3:37].[NH2:8][CH2:9][C@@H:10]([C:19]1[CH:20]=[CH:21][C:22]([OH:28])=[C:23]([NH:25][CH:26]=[O:27])[CH:24]=1)[O:11][Si:12]([C:15]([CH3:18])([CH3:17])[CH3:16])([CH3:14])[CH3:13]. The yield is 0.980.